Dataset: Forward reaction prediction with 1.9M reactions from USPTO patents (1976-2016). Task: Predict the product of the given reaction. (1) Given the reactants [CH3:1][C:2]1[CH:3]=[CH:4][CH:5]=[C:6]2[C:10]=1[NH:9][CH:8]=[CH:7]2.Cl[C:12]([O:14][CH2:15][CH3:16])=[O:13], predict the reaction product. The product is: [CH2:15]([O:14][C:12]([N:9]1[C:10]2[C:6](=[CH:5][CH:4]=[CH:3][C:2]=2[CH3:1])[CH:7]=[CH:8]1)=[O:13])[CH3:16]. (2) The product is: [Br:1][C:2]1[CH:12]=[C:11]([O:13][C@@H:14]([C@H:16]2[CH2:20][NH:19][C:18](=[O:29])[CH2:17]2)[CH3:15])[C:5]2[N:6]([CH3:10])[C:7]([CH3:9])=[N:8][C:4]=2[CH:3]=1. Given the reactants [Br:1][C:2]1[CH:12]=[C:11]([O:13][C@@H:14]([C@H:16]2[CH2:20][N:19]([C@@H](C3C=CC=CC=3)C)[C:18](=[O:29])[CH2:17]2)[CH3:15])[C:5]2[N:6]([CH3:10])[C:7]([CH3:9])=[N:8][C:4]=2[CH:3]=1, predict the reaction product. (3) Given the reactants Br[C:2]1[CH:7]=[CH:6][C:5]([S:8]([CH3:11])(=[O:10])=[O:9])=[CH:4][C:3]=1[NH:12][C:13](=[O:19])[O:14][C:15]([CH3:18])([CH3:17])[CH3:16].[CH3:20][C:21]1([CH3:37])[C:25]([CH3:27])([CH3:26])[O:24][B:23]([B:23]2[O:24][C:25]([CH3:27])([CH3:26])[C:21]([CH3:37])([CH3:20])[O:22]2)[O:22]1.C([O-])(=O)C.[Na+], predict the reaction product. The product is: [CH3:11][S:8]([C:5]1[CH:6]=[CH:7][C:2]([B:23]2[O:24][C:25]([CH3:27])([CH3:26])[C:21]([CH3:37])([CH3:20])[O:22]2)=[C:3]([NH:12][C:13](=[O:19])[O:14][C:15]([CH3:18])([CH3:17])[CH3:16])[CH:4]=1)(=[O:10])=[O:9]. (4) Given the reactants C(=O)([O-])[O-].[K+].[K+].C(N(C(C)C)C(C)C)C.Cl[CH2:17][C:18](=[O:20])[CH3:19].[N:21]1([C:27]([O:29][CH2:30][C:31]2[CH:36]=[CH:35][CH:34]=[CH:33][CH:32]=2)=[O:28])[CH2:26][CH2:25][NH:24][CH2:23][CH2:22]1, predict the reaction product. The product is: [O:20]=[C:18]([CH3:19])[CH2:17][N:24]1[CH2:23][CH2:22][N:21]([C:27]([O:29][CH2:30][C:31]2[CH:36]=[CH:35][CH:34]=[CH:33][CH:32]=2)=[O:28])[CH2:26][CH2:25]1. (5) Given the reactants C[O:2][C:3]1[N:12]=[CH:11][CH:10]=[C:9]2[C:4]=1[CH:5]=[C:6]([C:37]1[CH:42]=[CH:41][CH:40]=[CH:39][CH:38]=1)[C:7]([C:13]1[CH:18]=[CH:17][C:16]([CH2:19][N:20]3[CH2:25][CH2:24][CH:23]([C:26]4[N:30]=[C:29]([C:31]5[CH:36]=[CH:35][CH:34]=[CH:33][N:32]=5)[NH:28][N:27]=4)[CH2:22][CH2:21]3)=[CH:15][CH:14]=1)=[N:8]2.Cl.N1C=CC=CC=1, predict the reaction product. The product is: [C:37]1([C:6]2[C:7]([C:13]3[CH:18]=[CH:17][C:16]([CH2:19][N:20]4[CH2:25][CH2:24][CH:23]([C:26]5[N:30]=[C:29]([C:31]6[CH:36]=[CH:35][CH:34]=[CH:33][N:32]=6)[NH:28][N:27]=5)[CH2:22][CH2:21]4)=[CH:15][CH:14]=3)=[N:8][C:9]3[CH:10]=[CH:11][NH:12][C:3](=[O:2])[C:4]=3[CH:5]=2)[CH:38]=[CH:39][CH:40]=[CH:41][CH:42]=1. (6) Given the reactants [F:1][C:2]1[CH:21]=[CH:20][CH:19]=[CH:18][C:3]=1[CH2:4][O:5][C:6]1[CH:7]=[C:8]([CH:12]=[C:13]([N+:15]([O-])=O)[CH:14]=1)[C:9](O)=O.[NH2:22][C:23]1[C:28]([NH2:29])=[CH:27][CH:26]=[CH:25][N:24]=1.CN(C(ON1N=NC2C=CC=CC1=2)=[N+](C)C)C.F[P-](F)(F)(F)(F)F.N1C2C=CC=NC=2N=C1.[Sn](Cl)Cl.[S:66]1[CH:70]=[CH:69][CH:68]=[C:67]1[S:71](Cl)(=[O:73])=[O:72], predict the reaction product. The product is: [F:1][C:2]1[CH:21]=[CH:20][CH:19]=[CH:18][C:3]=1[CH2:4][O:5][C:6]1[CH:14]=[C:13]([NH:15][S:71]([C:67]2[S:66][CH:70]=[CH:69][CH:68]=2)(=[O:73])=[O:72])[CH:12]=[C:8]([C:9]2[NH:29][C:28]3[C:23]([N:22]=2)=[N:24][CH:25]=[CH:26][CH:27]=3)[CH:7]=1. (7) Given the reactants Br[C:2]1[CH:8]=[CH:7][CH:6]=[C:5]([N+:9]([O-:11])=[O:10])[C:3]=1[NH2:4].[F:12][C:13]1[S:17][C:16](B2OC(C)(C)C(C)(C)O2)=[CH:15][CH:14]=1.C([O-])([O-])=O.[Cs+].[Cs+].CCOC(C)=O, predict the reaction product. The product is: [F:12][C:13]1[S:17][C:16]([C:2]2[CH:8]=[CH:7][CH:6]=[C:5]([N+:9]([O-:11])=[O:10])[C:3]=2[NH2:4])=[CH:15][CH:14]=1. (8) The product is: [Cl:16][C:17]1[CH:18]=[C:19]([N:3]2[C:4]3[CH:13]=[CH:12][C:11]4[C:6]([C:5]=3[N:1]=[CH:2]2)=[CH:7][CH:8]=[C:9]([CH:14]=[O:15])[CH:10]=4)[CH:20]=[C:21]([Cl:23])[CH:22]=1. Given the reactants [N:1]1[C:5]2[C:6]3[C:11]([CH:12]=[CH:13][C:4]=2[NH:3][CH:2]=1)=[CH:10][C:9]([CH:14]=[O:15])=[CH:8][CH:7]=3.[Cl:16][C:17]1[CH:18]=[C:19](B(O)O)[CH:20]=[C:21]([Cl:23])[CH:22]=1.C(N(CC)CC)C.N1C=CC=CC=1, predict the reaction product. (9) Given the reactants [CH2:1]([N:3]1[C:7]([O:8][C:9]2[CH:14]=[CH:13][C:12]([O:15][CH3:16])=[CH:11][CH:10]=2)=[C:6]([CH:17]([C:19]2[CH:24]=[CH:23][CH:22]=[CH:21][CH:20]=2)O)[C:5]([CH3:25])=[N:4]1)[CH3:2].C([SiH](CC)CC)C, predict the reaction product. The product is: [CH2:17]([C:6]1[C:5]([CH3:25])=[N:4][N:3]([CH2:1][CH3:2])[C:7]=1[O:8][C:9]1[CH:10]=[CH:11][C:12]([O:15][CH3:16])=[CH:13][CH:14]=1)[C:19]1[CH:24]=[CH:23][CH:22]=[CH:21][CH:20]=1. (10) Given the reactants Br[C:2]1[C:3]([N:23]2[CH2:27][CH2:26][C@@H:25]([OH:28])[CH2:24]2)=[N:4][CH:5]=[C:6]([CH:22]=1)[C:7]([NH:9][C:10]1[CH:15]=[CH:14][C:13]([S:16][C:17]([F:20])([F:19])[F:18])=[C:12]([F:21])[CH:11]=1)=[O:8].[NH:29]1[CH:33]=[CH:32][CH:31]=[N:30]1, predict the reaction product. The product is: [F:21][C:12]1[CH:11]=[C:10]([NH:9][C:7](=[O:8])[C:6]2[CH:22]=[C:2]([C:31]3[NH:30][N:29]=[CH:33][CH:32]=3)[C:3]([N:23]3[CH2:27][CH2:26][C@@H:25]([OH:28])[CH2:24]3)=[N:4][CH:5]=2)[CH:15]=[CH:14][C:13]=1[S:16][C:17]([F:20])([F:19])[F:18].